From a dataset of Retrosynthesis with 50K atom-mapped reactions and 10 reaction types from USPTO. Predict the reactants needed to synthesize the given product. The reactants are: O=C(NCc1cn(-c2ccc(I)cc2)cn1)c1ccc(Cl)s1.O=C1NCCCN1. Given the product O=C(NCc1cn(-c2ccc(N3CCCNC3=O)cc2)cn1)c1ccc(Cl)s1, predict the reactants needed to synthesize it.